Dataset: Reaction yield outcomes from USPTO patents with 853,638 reactions. Task: Predict the reaction yield, written as a fraction of the theoretical maximum amount of product (1.0 means a 100% yield; for example, 0.34 means a 34% yield). (1) The reactants are [OH-].[K+].S([O-])([O-])(=O)=O.[Na+].[Na+].[C:10]1([NH:16][N:17]=[CH:18][C:19]2[CH:20]=[CH:21][C:22]3[N:23]([CH2:32][CH3:33])[C:24]4[C:29]([C:30]=3[CH:31]=2)=[CH:28][CH:27]=[CH:26][CH:25]=4)[CH:15]=[CH:14][CH:13]=[CH:12][CH:11]=1.[CH2:34]([CH:36]1[O:38][CH2:37]1)Cl. The catalyst is [O-]S([O-])(=O)=O.[Na+].[Na+]. The product is [O:38]1[CH2:37][CH:36]1[CH2:34][N:16]([C:10]1[CH:11]=[CH:12][CH:13]=[CH:14][CH:15]=1)[N:17]=[CH:18][C:19]1[CH:20]=[CH:21][C:22]2[N:23]([CH2:32][CH3:33])[C:24]3[C:29]([C:30]=2[CH:31]=1)=[CH:28][CH:27]=[CH:26][CH:25]=3. The yield is 0.785. (2) The yield is 1.00. The catalyst is CO.[Pd]. The reactants are [CH3:1][C:2]1([CH3:13])[C:10]2[C:5](=[CH:6][CH:7]=[CH:8][CH:9]=2)[C:4](=[N:11]O)[CH2:3]1. The product is [CH3:1][C:2]1([CH3:13])[C:10]2[C:5](=[CH:6][CH:7]=[CH:8][CH:9]=2)[CH:4]([NH2:11])[CH2:3]1.